From a dataset of Peptide-MHC class II binding affinity with 134,281 pairs from IEDB. Regression. Given a peptide amino acid sequence and an MHC pseudo amino acid sequence, predict their binding affinity value. This is MHC class II binding data. (1) The peptide sequence is KIPTHRHIVGKPCPK. The MHC is H-2-IAb with pseudo-sequence H-2-IAb. The binding affinity (normalized) is 0.0177. (2) The peptide sequence is GYKVQTNGPWMQVPL. The MHC is HLA-DQA10201-DQB10303 with pseudo-sequence HLA-DQA10201-DQB10303. The binding affinity (normalized) is 0.523. (3) The peptide sequence is AQQSKLAQRRVFHGV. The MHC is HLA-DQA10601-DQB10402 with pseudo-sequence HLA-DQA10601-DQB10402. The binding affinity (normalized) is 0.278. (4) The binding affinity (normalized) is 0.495. The MHC is DRB1_1201 with pseudo-sequence DRB1_1201. The peptide sequence is AYVATVSEALRIIAG. (5) The peptide sequence is IGRGRVSPGNGWMIK. The MHC is HLA-DQA10201-DQB10301 with pseudo-sequence HLA-DQA10201-DQB10301. The binding affinity (normalized) is 0.683. (6) The peptide sequence is IVDVMCHATLTHRLMSPH. The MHC is DRB1_0401 with pseudo-sequence DRB1_0401. The binding affinity (normalized) is 0.101.